From a dataset of Forward reaction prediction with 1.9M reactions from USPTO patents (1976-2016). Predict the product of the given reaction. (1) The product is: [CH3:44][O:10][C:11](=[O:43])[C:12]([C:22]1[CH:27]=[CH:26][C:25]([O:28][C:29]2[CH:34]=[CH:33][C:32]([CH2:35][CH:36]3[S:40][C:39](=[O:41])[NH:38][C:37]3=[O:42])=[CH:31][CH:30]=2)=[CH:24][CH:23]=1)=[CH:13][C:14]1[CH:15]=[C:16]([CH3:21])[CH:17]=[C:18]([CH3:20])[CH:19]=1. Given the reactants N1([O:10][C:11](=[O:43])[C:12]([C:22]2[CH:27]=[CH:26][C:25]([O:28][C:29]3[CH:34]=[CH:33][C:32]([CH2:35][CH:36]4[S:40][C:39](=[O:41])[NH:38][C:37]4=[O:42])=[CH:31][CH:30]=3)=[CH:24][CH:23]=2)=[CH:13][C:14]2[CH:19]=[C:18]([CH3:20])[CH:17]=[C:16]([CH3:21])[CH:15]=2)C2C=CC=CC=2N=N1.[CH3:44][O-].[Na+], predict the reaction product. (2) The product is: [CH2:10]([N:12]1[C:24]2[CH2:23][CH2:22][CH:21]([CH:25]3[CH2:30][CH2:29][O:28][CH2:27][CH2:26]3)[CH2:20][C:19]=2[C:18]2[C:13]1=[CH:14][CH:15]=[C:16]([C:31]([N:33]([CH3:34])[CH2:35][CH2:36][CH2:37][C:38](=[O:39])[NH:44][CH2:43][C:42]([F:46])([F:45])[F:41])=[O:32])[CH:17]=2)[CH3:11]. Given the reactants C(N(CC)C(C)C)(C)C.[CH2:10]([N:12]1[C:24]2[CH2:23][CH2:22][CH:21]([CH:25]3[CH2:30][CH2:29][O:28][CH2:27][CH2:26]3)[CH2:20][C:19]=2[C:18]2[C:13]1=[CH:14][CH:15]=[C:16]([C:31]([N:33]([CH2:35][CH2:36][CH2:37][C:38](O)=[O:39])[CH3:34])=[O:32])[CH:17]=2)[CH3:11].[F:41][C:42]([F:46])([F:45])[CH2:43][NH2:44].CN(C(ON1N=NC2C=CC=NC1=2)=[N+](C)C)C.F[P-](F)(F)(F)(F)F, predict the reaction product. (3) Given the reactants [N:1]1[C:10]2[C:5](=[CH:6][CH:7]=[CH:8][CH:9]=2)[CH:4]=[C:3]([CH:11]=O)[CH:2]=1.[CH3:13][N:14]1[CH2:18][CH2:17][CH2:16][CH:15]1[CH2:19][CH2:20][NH2:21].[Na], predict the reaction product. The product is: [CH3:13][N:14]1[CH2:18][CH2:17][CH2:16][CH:15]1[CH2:19][CH2:20][NH:21][CH2:11][C:3]1[CH:2]=[N:1][C:10]2[C:5]([CH:4]=1)=[CH:6][CH:7]=[CH:8][CH:9]=2.